Dataset: Catalyst prediction with 721,799 reactions and 888 catalyst types from USPTO. Task: Predict which catalyst facilitates the given reaction. (1) Reactant: [CH2:1]([NH:8][CH2:9][CH2:10][CH2:11][CH2:12][CH2:13][CH2:14][N:15]=[CH:16][C:17]1[C:30]2[C:31]3=[C:32]4[C:27](=[CH:28][CH:29]=2)[CH:26]=[CH:25][CH:24]=[C:23]4[CH:22]=[CH:21][C:20]3=[CH:19][CH:18]=1)[C:2]1[CH:7]=[CH:6][CH:5]=[CH:4][CH:3]=1.[BH4-].[Na+].C1C=CC=CC=1. Product: [CH2:1]([NH:8][CH2:9][CH2:10][CH2:11][CH2:12][CH2:13][CH2:14][NH:15][CH2:16][C:17]1[C:30]2[C:31]3=[C:32]4[C:27](=[CH:28][CH:29]=2)[CH:26]=[CH:25][CH:24]=[C:23]4[CH:22]=[CH:21][C:20]3=[CH:19][CH:18]=1)[C:2]1[CH:7]=[CH:6][CH:5]=[CH:4][CH:3]=1. The catalyst class is: 5. (2) Reactant: [CH2:1]([O:3][C:4]([C:6]1[CH:10]=[C:9]([C:11]2[CH:16]=[CH:15][CH:14]=[CH:13][CH:12]=2)[S:8][C:7]=1[NH2:17])=[O:5])[CH3:2].[C:18](O[C:18]([O:20][C:21]([CH3:24])([CH3:23])[CH3:22])=[O:19])([O:20][C:21]([CH3:24])([CH3:23])[CH3:22])=[O:19]. Product: [CH2:1]([O:3][C:4]([C:6]1[CH:10]=[C:9]([C:11]2[CH:16]=[CH:15][CH:14]=[CH:13][CH:12]=2)[S:8][C:7]=1[NH:17][C:18]([O:20][C:21]([CH3:24])([CH3:23])[CH3:22])=[O:19])=[O:5])[CH3:2]. The catalyst class is: 112. (3) Reactant: [OH:1][CH:2]1[C:6]2[C:7]([O:11][CH3:12])=[N:8][CH:9]=[CH:10][C:5]=2[C:4](=[O:13])N1C(C)C.[BH4-].[Na+].CC(C)=O.Cl.P([O-])([O-])(O)=O.[K+].[K+]. Product: [CH3:12][O:11][C:7]1[C:6]2[CH2:2][O:1][C:4](=[O:13])[C:5]=2[CH:10]=[CH:9][N:8]=1. The catalyst class is: 252. (4) Reactant: C([O:3][C:4](=[O:35])/[CH:5]=[CH:6]/[C:7]1[CH:12]=[CH:11][C:10]([N:13]2[CH2:18][CH2:17][CH:16]([NH:19][CH2:20][C@H:21]([OH:34])[C:22]3[CH:27]=[CH:26][C:25]([OH:28])=[C:24]([NH:29][S:30]([CH3:33])(=[O:32])=[O:31])[CH:23]=3)[CH2:15][CH2:14]2)=[CH:9][CH:8]=1)C.[OH-].[Na+].C(O)(=O)C. Product: [OH:34][C@H:21]([C:22]1[CH:27]=[CH:26][C:25]([OH:28])=[C:24]([NH:29][S:30]([CH3:33])(=[O:31])=[O:32])[CH:23]=1)[CH2:20][NH:19][CH:16]1[CH2:17][CH2:18][N:13]([C:10]2[CH:9]=[CH:8][C:7](/[CH:6]=[CH:5]/[C:4]([OH:35])=[O:3])=[CH:12][CH:11]=2)[CH2:14][CH2:15]1. The catalyst class is: 8. (5) Reactant: [F:1][C:2]1[CH:12]=[C:11]([C:13]2[CH:14]=[CH:15][C:16]3[N:17]([C:19](I)=[CH:20][N:21]=3)[CH:18]=2)[CH:10]=[CH:9][C:3]=1[C:4]([O:6][CH2:7][CH3:8])=[O:5].[C:23]([C:25]1[CH:30]=[CH:29][C:28](B(O)O)=[CH:27][CH:26]=1)#[N:24].[O-]P([O-])([O-])=O.[K+].[K+].[K+].O. Product: [CH2:7]([O:6][C:4](=[O:5])[C:3]1[CH:9]=[CH:10][C:11]([C:13]2[CH:14]=[CH:15][C:16]3[N:17]([C:19]([C:28]4[CH:29]=[CH:30][C:25]([C:23]#[N:24])=[CH:26][CH:27]=4)=[CH:20][N:21]=3)[CH:18]=2)=[CH:12][C:2]=1[F:1])[CH3:8]. The catalyst class is: 12. (6) Reactant: [C:1]([O:5][C:6](=[O:14])[NH:7][C@@H:8]([CH3:13])/[C:9](/[NH2:12])=[N:10]/[OH:11])([CH3:4])([CH3:3])[CH3:2].C(N(CC)CC)C.[C:22](Cl)(=[O:24])[CH3:23]. Product: [C:22]([O:11]/[N:10]=[C:9](\[NH2:12])/[C@@H:8]([NH:7][C:6](=[O:14])[O:5][C:1]([CH3:4])([CH3:2])[CH3:3])[CH3:13])(=[O:24])[CH3:23]. The catalyst class is: 2. (7) Reactant: C(C[C@@H]1N(C2C=CC(O[CH:16]3[CH2:21][CH2:20][N:19]([C:22]4[CH:27]=[C:26]([O:28][CH2:29][CH3:30])[CH:25]=[CH:24][C:23]=4[F:31])[CH2:18][CH2:17]3)=CC=2)N=C(C2C=CC(C#N)=CC=2)[C@H]1C)#N.C([CH2:43][C@@H:44]1[N:48]([C:49]2[CH:54]=[CH:53][C:52]([OH:55])=[CH:51][CH:50]=2)[N:47]=[C:46]([C:56]2[CH:63]=[CH:62][C:59]([C:60]#[N:61])=[CH:58][CH:57]=2)[C@H:45]1[CH3:64])#N.C(OC1C=CC(F)=C(N2CCC(O)CC2)C=1)C.C1(P(C2C=CC=CC=2)C2C=CC=CC=2)C=CC=CC=1.CC([O:105][C:106](/N=N/C(OC(C)(C)C)=O)=[O:107])(C)C. Product: [C:60]([C:59]1[CH:62]=[CH:63][C:56]([C:46]2[C@@H:45]([CH3:64])[C@H:44]([CH2:43][C:106]([OH:107])=[O:105])[N:48]([C:49]3[CH:54]=[CH:53][C:52]([O:55][CH:16]4[CH2:17][CH2:18][N:19]([C:22]5[CH:27]=[C:26]([O:28][CH2:29][CH3:30])[CH:25]=[CH:24][C:23]=5[F:31])[CH2:20][CH2:21]4)=[CH:51][CH:50]=3)[N:47]=2)=[CH:57][CH:58]=1)#[N:61]. The catalyst class is: 49. (8) Reactant: [NH:1]1[CH:5]=[N:4][CH:3]=[N:2]1.[H-].[Na+].[F:8][C:9]1[CH:14]=[CH:13][C:12]([F:15])=[CH:11][C:10]=1[C@@:16]1([C@@H:19]([OH:21])[CH3:20])[CH2:18][O:17]1. Product: [F:8][C:9]1[CH:14]=[CH:13][C:12]([F:15])=[CH:11][C:10]=1[C@:16]([OH:17])([C@H:19]([OH:21])[CH3:20])[CH2:18][N:1]1[CH:5]=[N:4][CH:3]=[N:2]1. The catalyst class is: 3. (9) Reactant: [N:1]([C:4]1[CH:17]=[CH:16][C:7]([C:8]([NH:10][CH2:11][C:12]([F:15])([F:14])[F:13])=[O:9])=[CH:6][CH:5]=1)=[N+:2]=[N-:3].O=[C:19]([CH2:26][CH2:27][CH3:28])[CH2:20][C:21]([O:23]CC)=[O:22].[O-]CC.[Na+]. Product: [CH2:26]([C:19]1[N:1]([C:4]2[CH:5]=[CH:6][C:7]([C:8]([NH:10][CH2:11][C:12]([F:14])([F:13])[F:15])=[O:9])=[CH:16][CH:17]=2)[N:2]=[N:3][C:20]=1[C:21]([OH:23])=[O:22])[CH2:27][CH3:28]. The catalyst class is: 8. (10) Reactant: [N+:1]([C:4]1[CH:9]=[CH:8][C:7]([C:10]2[C:11]([C:16]([NH:18][C:19]3[CH:24]=[CH:23][C:22]([NH:25][CH2:26][CH2:27][C:28]4[CH:33]=[CH:32][CH:31]=[CH:30][N:29]=4)=[CH:21][CH:20]=3)=[O:17])=[CH:12][CH:13]=[CH:14][CH:15]=2)=[CH:6][CH:5]=1)([O-])=O. Product: [NH2:1][C:4]1[CH:9]=[CH:8][C:7]([C:10]2[C:11]([C:16]([NH:18][C:19]3[CH:24]=[CH:23][C:22]([NH:25][CH2:26][CH2:27][C:28]4[CH:33]=[CH:32][CH:31]=[CH:30][N:29]=4)=[CH:21][CH:20]=3)=[O:17])=[CH:12][CH:13]=[CH:14][CH:15]=2)=[CH:6][CH:5]=1. The catalyst class is: 541.